From a dataset of Reaction yield outcomes from USPTO patents with 853,638 reactions. Predict the reaction yield, written as a fraction of the theoretical maximum amount of product (1.0 means a 100% yield; for example, 0.34 means a 34% yield). (1) The reactants are [NH2:1][C:2]1[CH:11]=[CH:10][CH:9]=[CH:8][C:3]=1[C:4]([O:6][CH3:7])=[O:5].[Cl:12][C:13]1[CH:14]=[C:15]([CH:19]=[CH:20][C:21]=1[O:22][CH3:23])[C:16](O)=[O:17].CCN=C=NCCCN(C)C. The catalyst is CN(C=O)C.CN(C1C=CN=CC=1)C. The product is [Cl:12][C:13]1[CH:14]=[C:15]([CH:19]=[CH:20][C:21]=1[O:22][CH3:23])[C:16]([NH:1][C:2]1[CH:11]=[CH:10][CH:9]=[CH:8][C:3]=1[C:4]([O:6][CH3:7])=[O:5])=[O:17]. The yield is 0.330. (2) The reactants are [Cl:1][C:2]1[CH:7]=[CH:6][C:5]([N:8]=[C:9]=[O:10])=[CH:4][C:3]=1[C:11]([F:14])([F:13])[F:12].[CH3:15][NH:16][C:17]([C:19]1[CH:24]=[C:23]([O:25][C:26]2[CH:32]=[CH:31][C:29]([NH2:30])=[CH:28][CH:27]=2)[CH:22]=[CH:21][N:20]=1)=[O:18]. The catalyst is ClCCl. The product is [CH3:15][NH:16][C:17]([C:19]1[CH:24]=[C:23]([O:25][C:26]2[CH:27]=[CH:28][C:29]([NH:30][C:9]([NH:8][C:5]3[CH:6]=[CH:7][C:2]([Cl:1])=[C:3]([C:11]([F:12])([F:13])[F:14])[CH:4]=3)=[O:10])=[CH:31][CH:32]=2)[CH:22]=[CH:21][N:20]=1)=[O:18]. The yield is 0.523. (3) The reactants are I[C:2]1[CH:7]=[CH:6][C:5]([C:8]2[S:9][C:10]([C:14](=[O:16])[CH3:15])=[C:11]([CH3:13])[N:12]=2)=[CH:4][CH:3]=1.[CH:17]1[CH2:22][CH2:21][CH2:20][CH2:19][CH:18]=1.C(N(CC)CC)C. The catalyst is CN(C=O)C.CC([O-])=O.CC([O-])=O.[Pd+2]. The product is [C:17]1([C:2]2[CH:7]=[CH:6][C:5]([C:8]3[S:9][C:10]([C:14](=[O:16])[CH3:15])=[C:11]([CH3:13])[N:12]=3)=[CH:4][CH:3]=2)[CH2:22][CH2:21][CH2:20][CH2:19][CH:18]=1. The yield is 0.390. (4) The reactants are C([O:3][C:4](=[O:33])[C@@H:5]([O:30][CH2:31][CH3:32])[CH2:6][C:7]1[CH:12]=[CH:11][C:10]([O:13][CH2:14]/[CH:15]=[CH:16]/[C:17]2[CH:22]=[CH:21][CH:20]=[C:19]([O:23][C:24]3[CH:29]=[CH:28][CH:27]=[CH:26][CH:25]=3)[CH:18]=2)=[CH:9][CH:8]=1)C.[OH-].[Na+]. The catalyst is C(O)C. The product is [CH2:31]([O:30][C@@H:5]([CH2:6][C:7]1[CH:12]=[CH:11][C:10]([O:13][CH2:14]/[CH:15]=[CH:16]/[C:17]2[CH:22]=[CH:21][CH:20]=[C:19]([O:23][C:24]3[CH:25]=[CH:26][CH:27]=[CH:28][CH:29]=3)[CH:18]=2)=[CH:9][CH:8]=1)[C:4]([OH:33])=[O:3])[CH3:32]. The yield is 0.910. (5) No catalyst specified. The product is [ClH:37].[CH3:29][C@H:19]1[N:7]2[C:8]3[CH:9]=[C:10]([C:15]([F:18])([F:17])[F:16])[CH:11]=[CH:12][C:13]=3[CH2:14][C@@H:6]2[CH2:4][NH:21][CH2:20]1. The yield is 0.900. The reactants are C(O[C:4]([C:6]1[N:7]([C@H:19]([CH3:29])[CH2:20][NH:21]C(OC(C)(C)C)=O)[C:8]2[C:13]([CH:14]=1)=[CH:12][CH:11]=[C:10]([C:15]([F:18])([F:17])[F:16])[CH:9]=2)=O)C.FC(F)(F)C(O)=O.[Cl:37]CCl.